This data is from Reaction yield outcomes from USPTO patents with 853,638 reactions. The task is: Predict the reaction yield, written as a fraction of the theoretical maximum amount of product (1.0 means a 100% yield; for example, 0.34 means a 34% yield). (1) The reactants are Br[C:2]1[C:10]2[O:9][CH2:8][CH2:7][C:6]=2[C:5]([CH3:11])=[C:4]([NH:12][C:13](=[O:19])[O:14][C:15]([CH3:18])([CH3:17])[CH3:16])[C:3]=1[CH3:20].C([Li])CCC.[CH3:26][CH:27]([C:29]1[CH:34]=[CH:33][C:32]([C:35]([CH3:37])=[O:36])=[CH:31][CH:30]=1)[CH3:28].O. The catalyst is C1COCC1. The product is [OH:36][C:35]([C:2]1[C:10]2[O:9][CH2:8][CH2:7][C:6]=2[C:5]([CH3:11])=[C:4]([NH:12][C:13](=[O:19])[O:14][C:15]([CH3:18])([CH3:17])[CH3:16])[C:3]=1[CH3:20])([C:32]1[CH:33]=[CH:34][C:29]([CH:27]([CH3:28])[CH3:26])=[CH:30][CH:31]=1)[CH3:37]. The yield is 0.190. (2) The reactants are C([O:5][C:6]([CH2:8][C:9]1[CH:14]=[CH:13][C:12]([O:15][C:16]([C:18]2[CH:19]=[C:20]3[C:25](=[CH:26][CH:27]=2)[O:24][C:23]([CH3:29])([CH3:28])[CH2:22][C:21]3([CH3:31])[CH3:30])=[O:17])=[CH:11][CH:10]=1)=[O:7])(C)(C)C.FC(F)(F)C(O)=O. No catalyst specified. The product is [C:6]([CH2:8][C:9]1[CH:10]=[CH:11][C:12]([O:15][C:16]([C:18]2[CH:19]=[C:20]3[C:25](=[CH:26][CH:27]=2)[O:24][C:23]([CH3:29])([CH3:28])[CH2:22][C:21]3([CH3:31])[CH3:30])=[O:17])=[CH:13][CH:14]=1)([OH:7])=[O:5]. The yield is 0.500.